Dataset: Catalyst prediction with 721,799 reactions and 888 catalyst types from USPTO. Task: Predict which catalyst facilitates the given reaction. (1) Reactant: [CH3:1][O:2][C:3]1[CH:8]=[CH:7][C:6](B(O)O)=[CH:5][CH:4]=1.[OH-].[Na+].[ClH:14].[N:15]12[CH2:22][CH2:21][CH:18]([CH2:19][CH2:20]1)[C@@H:17]([NH:23][C:24]([C:26]1[O:27][C:28]3[CH:34]=[CH:33][C:32](Br)=[CH:31][C:29]=3[CH:30]=1)=[O:25])[CH2:16]2. Product: [ClH:14].[N:15]12[CH2:22][CH2:21][CH:18]([CH2:19][CH2:20]1)[C@@H:17]([NH:23][C:24]([C:26]1[O:27][C:28]3[CH:34]=[CH:33][C:32]([C:6]4[CH:7]=[CH:8][C:3]([O:2][CH3:1])=[CH:4][CH:5]=4)=[CH:31][C:29]=3[CH:30]=1)=[O:25])[CH2:16]2. The catalyst class is: 151. (2) Reactant: [C:1]([C:3]1[C:4]([NH:22][CH2:23][C:24]([O:26]C(C)(C)C)=[O:25])=[N:5][C:6]([NH:9][CH2:10][C:11]2[CH:16]=[CH:15][CH:14]=[CH:13][C:12]=2[O:17][C:18]([F:21])([F:20])[F:19])=[N:7][CH:8]=1)#[N:2].[F:31][C:32]([F:37])([F:36])[C:33]([OH:35])=[O:34].C(OC(C)C)(C)C. Product: [F:31][C:32]([F:37])([F:36])[C:33]([OH:35])=[O:34].[C:1]([C:3]1[C:4]([NH:22][CH2:23][C:24]([OH:26])=[O:25])=[N:5][C:6]([NH:9][CH2:10][C:11]2[CH:16]=[CH:15][CH:14]=[CH:13][C:12]=2[O:17][C:18]([F:19])([F:20])[F:21])=[N:7][CH:8]=1)#[N:2]. The catalyst class is: 4. (3) Reactant: [CH2:1]([O:5][CH2:6][CH2:7][O:8][C:9]1[CH:14]=[CH:13][C:12]([C:15]2[CH:16]=[CH:17][C:18]3[N:24]([S:25]([CH3:28])(=[O:27])=[O:26])[CH2:23][CH2:22][C:21]([C:29]([O:31]C)=[O:30])=[CH:20][C:19]=3[CH:33]=2)=[CH:11][CH:10]=1)[CH2:2][CH2:3][CH3:4].[OH-].[Na+]. Product: [CH2:1]([O:5][CH2:6][CH2:7][O:8][C:9]1[CH:10]=[CH:11][C:12]([C:15]2[CH:16]=[CH:17][C:18]3[N:24]([S:25]([CH3:28])(=[O:27])=[O:26])[CH2:23][CH2:22][C:21]([C:29]([OH:31])=[O:30])=[CH:20][C:19]=3[CH:33]=2)=[CH:13][CH:14]=1)[CH2:2][CH2:3][CH3:4]. The catalyst class is: 20. (4) Reactant: [O:1]=[C:2]1[C:7]2[C:8]([C:11]([OH:13])=O)=[CH:9][O:10][C:6]=2[CH2:5][CH2:4][NH:3]1.C(N(CC)CC)C.ClC(OCC)=O.[NH2:27][C:28]1[CH:29]=[CH:30][C:31]([N:37]2[CH2:42][CH2:41][N:40]([C:43](=[O:45])[CH3:44])[CH2:39][CH2:38]2)=[N:32][C:33]=1[O:34][CH2:35][CH3:36]. Product: [C:43]([N:40]1[CH2:41][CH2:42][N:37]([C:31]2[N:32]=[C:33]([O:34][CH2:35][CH3:36])[C:28]([NH:27][C:11]([C:8]3[C:7]4[C:2](=[O:1])[NH:3][CH2:4][CH2:5][C:6]=4[O:10][CH:9]=3)=[O:13])=[CH:29][CH:30]=2)[CH2:38][CH2:39]1)(=[O:45])[CH3:44]. The catalyst class is: 7. (5) Reactant: C(O[C:4](=[N:6][C:7](=O)[C:8]1[CH:13]=[CH:12][CH:11]=[CH:10][C:9]=1[O:14][CH3:15])[CH3:5])C.Cl.[NH:18]([C:20]1[CH:25]=[CH:24][C:23]([S:26]([NH2:29])(=[O:28])=[O:27])=[CH:22][CH:21]=1)[NH2:19].C(N(CC)CC)C.O. Product: [CH3:15][O:14][C:9]1[CH:10]=[CH:11][CH:12]=[CH:13][C:8]=1[C:7]1[N:18]([C:20]2[CH:21]=[CH:22][C:23]([S:26]([NH2:29])(=[O:28])=[O:27])=[CH:24][CH:25]=2)[N:19]=[C:4]([CH3:5])[N:6]=1. The catalyst class is: 98. (6) Reactant: Cl[C:2]1[CH:7]=[CH:6][C:5]([CH2:8][C:9]([O:11][CH3:12])=[O:10])=[CH:4][N+:3]=1[O-:13].CCN(C(C)C)C(C)C.[NH2:23][CH2:24][CH2:25][NH:26][C:27](=[O:33])[O:28][C:29]([CH3:32])([CH3:31])[CH3:30]. Product: [C:29]([O:28][C:27]([NH:26][CH2:25][CH2:24][NH:23][C:2]1[CH:7]=[CH:6][C:5]([CH2:8][C:9]([O:11][CH3:12])=[O:10])=[CH:4][N+:3]=1[O-:13])=[O:33])([CH3:32])([CH3:31])[CH3:30]. The catalyst class is: 218. (7) Reactant: [C:1]1([CH3:7])[CH:6]=[CH:5][CH:4]=[CH:3][CH:2]=1.ClC1[N:14]=[CH:13][CH:12]=[CH:11][N:10]=1.CN([CH:18]=[O:19])C.C([O-])([O-])=O.[K+].[K+]. Product: [N:14]1[CH:13]=[CH:12][CH:11]=[N:10][C:7]=1[C:1]1[CH:6]=[C:5]([CH:4]=[CH:3][CH:2]=1)[CH:18]=[O:19]. The catalyst class is: 103.